This data is from Forward reaction prediction with 1.9M reactions from USPTO patents (1976-2016). The task is: Predict the product of the given reaction. Given the reactants [Cl:1][C:2]1[CH:3]=[C:4]2[N:25]=[C:24]([O:26][C@H:27]3[C@H:31]4[O:32][CH2:33][C@@H:34]([OH:35])[C@H:30]4[O:29][CH2:28]3)[N:23]([CH2:36][O:37][CH2:38][CH2:39][Si:40]([CH3:43])([CH3:42])[CH3:41])[C:5]2=[N:6][C:7]=1[C:8]1[CH:13]=[CH:12][C:11](B2OC(C)(C)C(C)(C)O2)=[CH:10][CH:9]=1.Br[C:45]1[CH:50]=[CH:49][C:48]([N:51]=[S:52]([CH3:56])([NH:54][CH3:55])=[O:53])=[CH:47][CH:46]=1, predict the reaction product. The product is: [OH:35][C@H:34]1[C@H:30]2[O:29][CH2:28][C@@H:27]([O:26][C:24]3[N:23]([CH2:36][O:37][CH2:38][CH2:39][Si:40]([CH3:43])([CH3:41])[CH3:42])[C:5]4=[N:6][C:7]([C:8]5[CH:13]=[CH:12][C:11]([C:45]6[CH:46]=[CH:47][C:48]([N:51]=[S:52]([CH3:56])([NH:54][CH3:55])=[O:53])=[CH:49][CH:50]=6)=[CH:10][CH:9]=5)=[C:2]([Cl:1])[CH:3]=[C:4]4[N:25]=3)[C@H:31]2[O:32][CH2:33]1.